This data is from Forward reaction prediction with 1.9M reactions from USPTO patents (1976-2016). The task is: Predict the product of the given reaction. (1) Given the reactants [O:1]=[C:2]([C:18]1[CH:23]=[CH:22][CH:21]=[CH:20][CH:19]=1)[CH2:3][CH2:4][CH2:5][CH2:6][N:7]1[C:15](=[O:16])[C:14]2[C:9](=[CH:10][CH:11]=[CH:12][CH:13]=2)[C:8]1=[O:17].CCCCCCC.CO, predict the reaction product. The product is: [OH:1][C@H:2]([C:18]1[CH:23]=[CH:22][CH:21]=[CH:20][CH:19]=1)[CH2:3][CH2:4][CH2:5][CH2:6][N:7]1[C:8](=[O:17])[C:9]2[C:14](=[CH:13][CH:12]=[CH:11][CH:10]=2)[C:15]1=[O:16]. (2) Given the reactants [Cl:1][C:2]1[CH:19]=[CH:18][C:17]([C:20]2[CH:24]=[C:23]([CH3:25])[N:22]([CH2:26][CH:27]3[CH2:29][O:28]3)[N:21]=2)=[CH:16][C:3]=1[C:4]([NH:6][CH2:7][C:8]1([OH:15])[CH2:14][CH2:13][CH2:12][CH2:11][CH2:10][CH2:9]1)=[O:5].[NH3:30], predict the reaction product. The product is: [NH2:30][CH2:29][CH:27]([OH:28])[CH2:26][N:22]1[C:23]([CH3:25])=[CH:24][C:20]([C:17]2[CH:18]=[CH:19][C:2]([Cl:1])=[C:3]([CH:16]=2)[C:4]([NH:6][CH2:7][C:8]2([OH:15])[CH2:14][CH2:13][CH2:12][CH2:11][CH2:10][CH2:9]2)=[O:5])=[N:21]1. (3) Given the reactants [CH3:1][O:2][C:3](=[O:21])[CH2:4][O:5][C:6]1[CH:11]=[CH:10][C:9]([NH:12][C:13]([O:15][C:16]([CH3:19])([CH3:18])[CH3:17])=[O:14])=[CH:8][C:7]=1[CH3:20].[I-].[Na+].Cl[CH2:25][C:26]1[S:30][C:29]([C:31]2[CH:36]=[CH:35][C:34]([C:37]([F:40])([F:39])[F:38])=[CH:33][CH:32]=2)=[N:28][C:27]=1[CH3:41].[H-].[Na+].OS([O-])(=O)=O.[K+], predict the reaction product. The product is: [CH3:1][O:2][C:3](=[O:21])[CH2:4][O:5][C:6]1[CH:11]=[CH:10][C:9]([N:12]([C:13]([O:15][C:16]([CH3:17])([CH3:18])[CH3:19])=[O:14])[CH2:25][C:26]2[S:30][C:29]([C:31]3[CH:32]=[CH:33][C:34]([C:37]([F:40])([F:38])[F:39])=[CH:35][CH:36]=3)=[N:28][C:27]=2[CH3:41])=[CH:8][C:7]=1[CH3:20]. (4) Given the reactants [N+:1]([C:4]1[CH:17]=[CH:16][C:7]([O:8][CH2:9][CH2:10][N:11]2[CH:15]=[CH:14][CH:13]=[N:12]2)=[CH:6][CH:5]=1)([O-])=O.[H][H], predict the reaction product. The product is: [N:11]1([CH2:10][CH2:9][O:8][C:7]2[CH:6]=[CH:5][C:4]([NH2:1])=[CH:17][CH:16]=2)[CH:15]=[CH:14][CH:13]=[N:12]1. (5) Given the reactants [CH2:1]([O:5]C=C)[CH2:2]CC.C1(P(C2C=CC=CC=2)C2C=CC=CC=2)C=CC=CC=1.C(N(CC)CC)C.Br[C:35]1[CH:36]=[CH:37][C:38]2[N:39]([N:41]=[C:42]([C:55]3[CH:60]=[CH:59][CH:58]=[CH:57][CH:56]=3)[C:43]=2[CH2:44][C:45]2[N:50]=[C:49]([C:51]([O:53][CH3:54])=[O:52])[CH:48]=[CH:47][CH:46]=2)[CH:40]=1, predict the reaction product. The product is: [C:1]([C:35]1[CH:36]=[CH:37][C:38]2[N:39]([N:41]=[C:42]([C:55]3[CH:60]=[CH:59][CH:58]=[CH:57][CH:56]=3)[C:43]=2[CH2:44][C:45]2[N:50]=[C:49]([C:51]([O:53][CH3:54])=[O:52])[CH:48]=[CH:47][CH:46]=2)[CH:40]=1)(=[O:5])[CH3:2]. (6) Given the reactants [SH:1][C:2]1[CH:11]=[C:10]2[C:5]([C:6](=[O:22])[C:7]([C:20]#[N:21])=[CH:8][N:9]2COCC[Si](C)(C)C)=[CH:4][C:3]=1[N+:23]([O-])=O.O1CCC[CH2:27]1, predict the reaction product. The product is: [OH:22][C:6]1[C:5]2[CH:4]=[C:3]3[N:23]=[CH:27][S:1][C:2]3=[CH:11][C:10]=2[N:9]=[CH:8][C:7]=1[C:20]#[N:21].